Dataset: Full USPTO retrosynthesis dataset with 1.9M reactions from patents (1976-2016). Task: Predict the reactants needed to synthesize the given product. (1) Given the product [CH2:14]([O:13][C:7]1[CH:6]=[C:5]([C@H:4]([N:16]2[C:24](=[O:25])[C:23]3[C:18](=[CH:19][CH:20]=[CH:21][C:22]=3[NH:26][C:27]([CH:29]3[CH2:31][CH2:30]3)=[O:28])[CH2:17]2)[CH2:3][CH2:2][NH:1][S:40]([CH3:39])(=[O:42])=[O:41])[CH:10]=[CH:9][C:8]=1[O:11][CH3:12])[CH3:15], predict the reactants needed to synthesize it. The reactants are: [NH2:1][CH2:2][CH2:3][C@@H:4]([N:16]1[C:24](=[O:25])[C:23]2[C:18](=[CH:19][CH:20]=[CH:21][C:22]=2[NH:26][C:27]([CH:29]2[CH2:31][CH2:30]2)=[O:28])[CH2:17]1)[C:5]1[CH:10]=[CH:9][C:8]([O:11][CH3:12])=[C:7]([O:13][CH2:14][CH3:15])[CH:6]=1.C(N(CC)CC)C.[CH3:39][S:40](Cl)(=[O:42])=[O:41]. (2) Given the product [CH:12]([C:11]1[CH:10]=[CH:14][C:14]([O:13][CH3:12])=[C:10]([CH2:4][C:5]([O:7][CH2:8][CH3:9])=[O:6])[CH:11]=1)=[O:13], predict the reactants needed to synthesize it. The reactants are: [F-].[K+].Br[CH2:4][C:5]([O:7][CH2:8][CH3:9])=[O:6].[CH2:10]1[CH2:14][O:13][CH2:12][CH2:11]1. (3) Given the product [ClH:1].[CH3:8][C:4]1[CH:3]=[C:2]([NH:9][CH2:10][CH2:11][CH2:12][NH2:13])[CH:7]=[CH:6][N:5]=1, predict the reactants needed to synthesize it. The reactants are: [Cl:1][C:2]1[CH:7]=[CH:6][N:5]=[C:4]([CH3:8])[CH:3]=1.[NH2:9][CH2:10][CH2:11][CH2:12][NH2:13]. (4) Given the product [F:50][C:49]([F:52])([F:51])[C:47]([O:53][CH2:19][CH2:18][CH2:17][N:13]1[C:14](=[O:16])[C:15]2[C:7]([CH2:2][CH2:3][CH:4]([CH3:5])[CH3:6])=[C:8]([C:29]3[CH:34]=[CH:33][CH:32]=[C:31]([O:35][C:36]([F:38])([F:39])[F:37])[CH:30]=3)[S:9][C:10]=2[N:11]([CH3:28])[C:12]1=[O:27])=[O:48], predict the reactants needed to synthesize it. The reactants are: O[CH:2]([C:7]1[C:15]2[C:14](=[O:16])[N:13]([CH2:17][CH2:18][CH2:19]OC3CCCCO3)[C:12](=[O:27])[N:11]([CH3:28])[C:10]=2[S:9][C:8]=1[C:29]1[CH:34]=[CH:33][CH:32]=[C:31]([O:35][C:36]([F:39])([F:38])[F:37])[CH:30]=1)[CH2:3][CH:4]([CH3:6])[CH3:5].C([SiH](CC)CC)C.[C:47]([OH:53])([C:49]([F:52])([F:51])[F:50])=[O:48]. (5) The reactants are: [OH-].[Na+].O.CC[O:6][C:7]([C@@H:9]([NH:18][C@H:19]([C:21]([N:23]1[C@H:31]([C:32]([OH:34])=[O:33])[CH2:30][C@@H:29]2[C@@H:24]1[CH2:25][CH2:26][CH2:27][CH2:28]2)=[O:22])[CH3:20])[CH2:10][CH2:11][C:12]1[CH:13]=[CH:14][CH:15]=[CH:16][CH:17]=1)=[O:8].[ClH:35]. Given the product [CH3:20][C@H:19]([NH:18][C@H:9]([C:7]([OH:8])=[O:6])[CH2:10][CH2:11][C:12]1[CH:13]=[CH:14][CH:15]=[CH:16][CH:17]=1)[C:21]([N:23]1[C@H:31]([C:32]([OH:34])=[O:33])[CH2:30][C@@H:29]2[C@@H:24]1[CH2:25][CH2:26][CH2:27][CH2:28]2)=[O:22].[Cl-:35], predict the reactants needed to synthesize it. (6) Given the product [CH:64]1[C:63](=[O:67])[NH:60][C:1](=[O:98])[NH:6][C:7]=1[C@@H:8]1[O:9][C@H:27]([CH2:29][O:30][P:31]([O:34][P:35]([O:38][C@H:39]2[O:44][C@H:43]([CH2:45][OH:46])[C@H:42]([OH:47])[C@H:41]([OH:48])[C@H:40]2[OH:49])([OH:37])=[O:36])([OH:33])=[O:32])[C@@H:26]([OH:50])[C@H:25]1[OH:51], predict the reactants needed to synthesize it. The reactants are: [CH2:1]1[N:6]([CH2:7][CH2:8][OH:9])CCN(CCS(O)(=O)=O)C1.C1C(=O)NC(=O)N([C@@H]2O[C@H:27]([CH2:29][O:30][P:31]([O:34][P:35]([O:38][C@H:39]3[O:44][C@H:43]([CH2:45][OH:46])[C@@H:42]([OH:47])[C@H:41]([OH:48])[C@H:40]3[OH:49])([OH:37])=[O:36])([OH:33])=[O:32])[C@@H:26]([OH:50])[C@H:25]2[OH:51])C=1.[Na+].[Cl-].C1N=C(N)C2N=C[N:60]([C@@H:63]3[O:67][C@H](COP(OP(OC[C@H]4[O:67][C@@H:63]([N:60]5C=C(C(N)=O)CC=C5)[C@H:64](O)[C@@H]4O)(O)=O)(O)=O)[C@@H](O)[C@H:64]3O)C=2N=1.[OH2:98].